From a dataset of Reaction yield outcomes from USPTO patents with 853,638 reactions. Predict the reaction yield, written as a fraction of the theoretical maximum amount of product (1.0 means a 100% yield; for example, 0.34 means a 34% yield). The reactants are [Br:1][C:2]1[CH:7]=[CH:6][C:5]([CH:8]2[CH2:13][CH2:12][NH:11][CH2:10][CH:9]2[OH:14])=[CH:4][CH:3]=1.C(N(CC)CC)C.[C:22](O[C:22]([O:24][C:25]([CH3:28])([CH3:27])[CH3:26])=[O:23])([O:24][C:25]([CH3:28])([CH3:27])[CH3:26])=[O:23]. The catalyst is CN(C)C=O. The product is [Br:1][C:2]1[CH:7]=[CH:6][C:5]([CH:8]2[CH2:13][CH2:12][N:11]([C:22]([O:24][C:25]([CH3:28])([CH3:27])[CH3:26])=[O:23])[CH2:10][CH:9]2[OH:14])=[CH:4][CH:3]=1. The yield is 0.650.